Dataset: Forward reaction prediction with 1.9M reactions from USPTO patents (1976-2016). Task: Predict the product of the given reaction. (1) Given the reactants [CH:1]1([S:4]([N:7]2[CH:11]=[C:10]([C:12]3[N:17]=[C:16]([NH:18][C:19]4[N:24]=[CH:23][C:22]5[C:25]([C:31]6[CH2:32][O:33][CH2:34][CH:35]=6)=[N:26][N:27]([CH:28]([CH3:30])[CH3:29])[C:21]=5[CH:20]=4)[CH:15]=[CH:14][N:13]=3)[CH:9]=[N:8]2)(=[O:6])=[O:5])[CH2:3][CH2:2]1.[H][H], predict the reaction product. The product is: [CH:1]1([S:4]([N:7]2[CH:11]=[C:10]([C:12]3[N:17]=[C:16]([NH:18][C:19]4[N:24]=[CH:23][C:22]5[C:25]([CH:31]6[CH2:35][CH2:34][O:33][CH2:32]6)=[N:26][N:27]([CH:28]([CH3:30])[CH3:29])[C:21]=5[CH:20]=4)[CH:15]=[CH:14][N:13]=3)[CH:9]=[N:8]2)(=[O:5])=[O:6])[CH2:3][CH2:2]1. (2) The product is: [C:50]([C:47]1[O:46][C:45]([C:43]([CH:42]([NH:41][C:10](=[O:12])[CH2:9][N:6]2[C:7](=[O:8])[C:2]([NH2:1])=[CH:3][N:4]=[C:5]2[C:13]2[CH:18]=[CH:17][CH:16]=[CH:15][CH:14]=2)[CH:54]([CH3:55])[CH3:56])=[O:44])=[N:49][N:48]=1)([CH3:53])([CH3:52])[CH3:51]. Given the reactants [NH2:1][C:2]1[C:7](=[O:8])[N:6]([CH2:9][C:10]([OH:12])=O)[C:5]([C:13]2[CH:18]=[CH:17][CH:16]=[CH:15][CH:14]=2)=[N:4][CH:3]=1.N1(CS([O-])(=O)=O)C2C=CC=CC=2N=N1.C(N(CC)CC)C.Cl.[NH2:41][CH:42]([CH:54]([CH3:56])[CH3:55])[C:43]([C:45]1[O:46][C:47]([C:50]([CH3:53])([CH3:52])[CH3:51])=[N:48][N:49]=1)=[O:44], predict the reaction product. (3) Given the reactants [Cl:1][C:2]1[CH:7]=[C:6]([F:8])[C:5]([CH:9]([CH:11]2[CH2:13][CH2:12]2)O)=[C:4]([F:14])[CH:3]=1.FC(F)(F)C(O)=O.[CH3:22][S:23]([CH2:26][C:27]1[CH:28]=[CH:29][CH:30]=[C:31]2[C:35]=1[NH:34][CH:33]=[CH:32]2)(=[O:25])=[O:24], predict the reaction product. The product is: [Cl:1][C:2]1[CH:7]=[C:6]([F:8])[C:5]([CH:9]([CH:11]2[CH2:13][CH2:12]2)[C:32]2[C:31]3[C:35](=[C:27]([CH2:26][S:23]([CH3:22])(=[O:25])=[O:24])[CH:28]=[CH:29][CH:30]=3)[NH:34][CH:33]=2)=[C:4]([F:14])[CH:3]=1. (4) Given the reactants NC[CH:3]1[CH:6]([C:7]2[N:11]3[CH:12]=[CH:13][N:14]=[C:15]([NH2:16])[C:10]3=[C:9]([C:17]3[CH:26]=[C:25]4[C:20]([CH:21]=[CH:22][C:23]([C:27]5[CH:32]=[CH:31][CH:30]=[CH:29][CH:28]=5)=[N:24]4)=[CH:19][CH:18]=3)[N:8]=2)[CH2:5][CH2:4]1.[CH3:33][CH2:34][N:35]([CH:39](C)C)C(C)C.CC(OC(C)=O)=[O:44], predict the reaction product. The product is: [NH2:16][C:15]1[C:10]2[N:11]([C:7]([C@@H:6]3[CH2:3][C@H:4]([CH2:39][NH:35][C:34](=[O:44])[CH3:33])[CH2:5]3)=[N:8][C:9]=2[C:17]2[CH:18]=[C:19]3[C:20]([CH:21]=[CH:22][C:23]([C:27]4[CH:32]=[CH:31][CH:30]=[CH:29][CH:28]=4)=[N:24]3)=[CH:25][CH:26]=2)[CH:12]=[CH:13][N:14]=1. (5) Given the reactants [Cl:1][C:2]1[CH:7]=[CH:6][N:5]=[C:4]2[CH:8]=[C:9]([Sn](C)(C)C)[S:10][C:3]=12.Br[C:16]1[N:21]=[C:20]([CH:22]=[O:23])[CH:19]=[CH:18][CH:17]=1, predict the reaction product. The product is: [Cl:1][C:2]1[CH:7]=[CH:6][N:5]=[C:4]2[CH:8]=[C:9]([C:16]3[N:21]=[C:20]([CH:22]=[O:23])[CH:19]=[CH:18][CH:17]=3)[S:10][C:3]=12. (6) The product is: [Br:38][C:13]1[C:3]2[C:4]([NH:16][C:17]3[CH:22]=[CH:21][C:20]([N:23]4[CH2:24][CH2:25][NH:26][CH2:27][CH2:28]4)=[CH:19][C:18]=3[O:36][CH3:37])=[N:5][C:6]([S:14][CH3:15])=[N:7][C:8]=2[CH:9]=[CH:10][N:11]=1.[BrH:38]. Given the reactants C([C:3]1[C:4]([NH:16][C:17]2[CH:22]=[CH:21][C:20]([N:23]3[CH2:28][CH2:27][N:26](C(OC(C)(C)C)=O)[CH2:25][CH2:24]3)=[CH:19][C:18]=2[O:36][CH3:37])=[N:5][C:6]([S:14][CH3:15])=[N:7][C:8]=1/[CH:9]=[CH:10]/[N:11]([CH3:13])C)#N.[BrH:38], predict the reaction product. (7) Given the reactants F[C:2](F)(F)[C:3]([OH:5])=O.[NH2:8][C:9]1[C:14]([C:15]([C:17]2[CH:22]=[C:21]([F:23])[CH:20]=[CH:19][C:18]=2[O:24][CH3:25])=[O:16])=[CH:13][N:12]=[C:11]([NH:26][CH:27]2[CH2:32][CH2:31][NH:30][CH2:29][CH2:28]2)[N:10]=1.Cl.[CH2:34]([N:36]([CH:39](C)C(O)=O)[CH2:37][CH3:38])[CH3:35], predict the reaction product. The product is: [NH2:8][C:9]1[C:14]([C:15](=[O:16])[C:17]2[CH:22]=[C:21]([F:23])[CH:20]=[CH:19][C:18]=2[O:24][CH3:25])=[CH:13][N:12]=[C:11]([NH:26][CH:27]2[CH2:28][CH2:29][N:30]([C:3](=[O:5])[CH2:2][CH2:39][N:36]([CH2:37][CH3:38])[CH2:34][CH3:35])[CH2:31][CH2:32]2)[N:10]=1. (8) Given the reactants [Br:1][C:2]1[CH:3]=[C:4]([CH:15]=[CH:16][CH:17]=1)[O:5][CH2:6][C:7]1[O:11][N:10]=[C:9]([C:12]([OH:14])=O)[CH:8]=1.C(N(CC)CC)C.Cl.C(N=C=NCCCN(C)C)C.ON1C2C=CC=CC=2N=N1.[O:47]1[CH2:52][CH2:51][CH:50]([CH2:53][NH2:54])[CH2:49][CH2:48]1, predict the reaction product. The product is: [O:47]1[CH2:52][CH2:51][CH:50]([CH2:53][NH:54][C:12]([C:9]2[CH:8]=[C:7]([CH2:6][O:5][C:4]3[CH:15]=[CH:16][CH:17]=[C:2]([Br:1])[CH:3]=3)[O:11][N:10]=2)=[O:14])[CH2:49][CH2:48]1.